From a dataset of Full USPTO retrosynthesis dataset with 1.9M reactions from patents (1976-2016). Predict the reactants needed to synthesize the given product. Given the product [Br:10][C:6]1[CH:5]=[C:4]([C:3](=[O:11])[C:14]([F:17])([F:16])[F:15])[CH:9]=[CH:8][CH:7]=1, predict the reactants needed to synthesize it. The reactants are: CO[C:3](=[O:11])[C:4]1[CH:9]=[CH:8][CH:7]=[C:6]([Br:10])[CH:5]=1.C[Si](C)(C)[C:14]([F:17])([F:16])[F:15].Cl.CCOC(C)=O.